This data is from Forward reaction prediction with 1.9M reactions from USPTO patents (1976-2016). The task is: Predict the product of the given reaction. Given the reactants [Cl:1][CH:2]=[CH:3]Cl.N1CCCCC1.[C:11]([C:13]1[CH:20]=[CH:19][C:16]([CH:17]=[O:18])=[CH:15][CH:14]=1)#[CH:12], predict the reaction product. The product is: [Cl:1]/[CH:2]=[CH:3]/[C:12]#[C:11][C:13]1[CH:20]=[CH:19][C:16]([CH:17]=[O:18])=[CH:15][CH:14]=1.